From a dataset of Full USPTO retrosynthesis dataset with 1.9M reactions from patents (1976-2016). Predict the reactants needed to synthesize the given product. (1) Given the product [Br:12][C:13]1[CH:14]=[N:15][CH:16]=[CH:17][C:18]=1/[CH:19]=[C:6]1/[C:7](=[O:11])[C:8]2[C:4]([CH2:5]/1)=[CH:3][C:2]([Cl:1])=[CH:10][CH:9]=2, predict the reactants needed to synthesize it. The reactants are: [Cl:1][C:2]1[CH:3]=[C:4]2[C:8](=[CH:9][CH:10]=1)[C:7](=[O:11])[CH2:6][CH2:5]2.[Br:12][C:13]1[CH:14]=[N:15][CH:16]=[CH:17][C:18]=1[CH:19]=O. (2) The reactants are: [Br:1][C:2]1[CH:14]=[CH:13][C:5]2[O:6][C:7]([CH3:12])([CH3:11])[C:8](=[O:10])[NH:9][C:4]=2[CH:3]=1.[H-].[Na+].I[CH3:18].O. Given the product [Br:1][C:2]1[CH:14]=[CH:13][C:5]2[O:6][C:7]([CH3:11])([CH3:12])[C:8](=[O:10])[N:9]([CH3:18])[C:4]=2[CH:3]=1, predict the reactants needed to synthesize it. (3) Given the product [C:3]1([CH2:9][C:10]([NH:12][C@H:13]([C:14]([OH:15])=[O:1])[CH2:18][CH2:17][OH:16])=[O:11])[CH:4]=[CH:5][CH:6]=[CH:7][CH:8]=1, predict the reactants needed to synthesize it. The reactants are: [OH-:1].[K+].[C:3]1([CH2:9][C:10]([NH:12][CH:13]2[CH2:18][CH2:17][O:16][C:14]2=[O:15])=[O:11])[CH:8]=[CH:7][CH:6]=[CH:5][CH:4]=1. (4) Given the product [S:19]1[CH:23]=[CH:22][CH:21]=[C:20]1[C:2]1[CH:3]=[CH:4][C:5]([O:8][C@@H:9]2[CH:16]3[CH2:17][N:12]4[CH2:13][CH:14]([CH2:18][CH:10]2[CH2:11]4)[CH2:15]3)=[N:6][CH:7]=1, predict the reactants needed to synthesize it. The reactants are: Br[C:2]1[CH:3]=[CH:4][C:5]([O:8][C@@H:9]2[CH:16]3[CH2:17][N:12]4[CH2:13][CH:14]([CH2:18][CH:10]2[CH2:11]4)[CH2:15]3)=[N:6][CH:7]=1.[S:19]1[CH:23]=[CH:22][CH:21]=[C:20]1B(O)O.C1(C)C=CC(S(O)(=O)=O)=CC=1.C1(C)C=CC(S(O)(=O)=O)=CC=1.N1C=C(C2SC(O[C@@H]3C4CN5CC(CC3C5)C4)=NC=2)C=N1.N. (5) The reactants are: [F:1][C:2]1[CH:7]=[CH:6][CH:5]=[CH:4][C:3]=1[C:8]1[CH:17]=[C:16]([C:18]2[N:27]=[CH:26][CH:25]=[C:24]3[C:19]=2[CH:20]=[CH:21][N:22]=[C:23]3[NH2:28])[C:15]2[C:10](=[N:11][CH:12]=[CH:13][CH:14]=2)[N:9]=1.[H-].[Na+].Cl.[CH3:32][N:33]([CH2:35][C:36](Cl)=[O:37])[CH3:34]. Given the product [CH3:32][N:33]([CH3:34])[CH2:35][C:36]([NH:28][C:23]1[C:24]2[C:19](=[C:18]([C:16]3[C:15]4[C:10](=[N:11][CH:12]=[CH:13][CH:14]=4)[N:9]=[C:8]([C:3]4[CH:4]=[CH:5][CH:6]=[CH:7][C:2]=4[F:1])[CH:17]=3)[N:27]=[CH:26][CH:25]=2)[CH:20]=[CH:21][N:22]=1)=[O:37], predict the reactants needed to synthesize it. (6) Given the product [F:26][C:25]([F:28])([F:27])[C:24]([NH:23][C:19]1[CH:20]=[CH:21][CH:22]=[C:17]([C:9]2[C:8]([C:6]3[CH:5]=[CH:4][N:3]=[C:2]([NH:41][C:35]4[CH:34]=[C:33]5[C:38]([CH2:39][CH2:40][N:31]([CH3:30])[CH2:32]5)=[CH:37][CH:36]=4)[N:7]=3)=[C:12]3[CH:13]=[CH:14][CH:15]=[CH:16][N:11]3[N:10]=2)[CH:18]=1)=[O:29], predict the reactants needed to synthesize it. The reactants are: Cl[C:2]1[N:7]=[C:6]([C:8]2[C:9]([C:17]3[CH:18]=[C:19]([NH:23][C:24](=[O:29])[C:25]([F:28])([F:27])[F:26])[CH:20]=[CH:21][CH:22]=3)=[N:10][N:11]3[CH:16]=[CH:15][CH:14]=[CH:13][C:12]=23)[CH:5]=[CH:4][N:3]=1.[CH3:30][N:31]1[CH2:40][CH2:39][C:38]2[C:33](=[CH:34][C:35]([NH2:41])=[CH:36][CH:37]=2)[CH2:32]1.